From a dataset of Reaction yield outcomes from USPTO patents with 853,638 reactions. Predict the reaction yield, written as a fraction of the theoretical maximum amount of product (1.0 means a 100% yield; for example, 0.34 means a 34% yield). (1) The reactants are [C:1]([O:5][C:6]([N:8]1[CH:14]2[CH2:15][O:16][CH2:17][CH:9]1[CH2:10][N:11]([C:19]1[CH:20]=[N:21][C:22]([NH2:25])=[CH:23][CH:24]=1)[C:12](=[O:18])[CH2:13]2)=[O:7])([CH3:4])([CH3:3])[CH3:2].[CH3:26][N:27]([CH3:45])[C:28]([C:30]1[N:39]([CH:40]2[CH2:44][CH2:43][CH2:42][CH2:41]2)[C:33]2[N:34]=[C:35](Cl)[N:36]=[CH:37][C:32]=2[CH:31]=1)=[O:29]. No catalyst specified. The product is [C:1]([O:5][C:6]([N:8]1[CH:14]2[CH2:15][O:16][CH2:17][CH:9]1[CH2:10][N:11]([C:19]1[CH:20]=[N:21][C:22]([NH:25][C:35]3[N:36]=[CH:37][C:32]4[CH:31]=[C:30]([C:28](=[O:29])[N:27]([CH3:26])[CH3:45])[N:39]([CH:40]5[CH2:44][CH2:43][CH2:42][CH2:41]5)[C:33]=4[N:34]=3)=[CH:23][CH:24]=1)[C:12](=[O:18])[CH2:13]2)=[O:7])([CH3:4])([CH3:2])[CH3:3]. The yield is 0.750. (2) The reactants are [CH2:1]1[CH:6]2[CH2:7][CH2:8][CH2:9][N:5]2[CH2:4][CH2:3][N:2]1[C:10]1[CH:19]=[CH:18][C:13]([C:14]([O:16]C)=O)=[CH:12][CH:11]=1.[NH2:20][C:21]1[N:25](C(OC(C)(C)C)=O)[N:24]=[C:23]([CH2:33][CH2:34][C:35]2[CH:40]=[C:39]([O:41][CH3:42])[CH:38]=[C:37]([O:43][CH3:44])[CH:36]=2)[CH:22]=1.C[Si]([N-][Si](C)(C)C)(C)C.[Na+]. The catalyst is C1COCC1. The product is [CH2:1]1[CH:6]2[CH2:7][CH2:8][CH2:9][N:5]2[CH2:4][CH2:3][N:2]1[C:10]1[CH:11]=[CH:12][C:13]([C:14]([NH:20][C:21]2[NH:25][N:24]=[C:23]([CH2:33][CH2:34][C:35]3[CH:40]=[C:39]([O:41][CH3:42])[CH:38]=[C:37]([O:43][CH3:44])[CH:36]=3)[CH:22]=2)=[O:16])=[CH:18][CH:19]=1. The yield is 0.100. (3) The catalyst is ClCCCl.CC(O)(C)C. The yield is 0.820. The product is [Cl:18][C:19]1[CH:20]=[C:21]([NH:22][C:2]2[C:3]3[N:10]=[C:9]([C:11]4[CH:16]=[CH:15][C:14]([F:17])=[CH:13][CH:12]=4)[O:8][C:4]=3[N:5]=[CH:6][N:7]=2)[CH:23]=[CH:24][C:25]=1[F:26]. The reactants are Cl[C:2]1[C:3]2[N:10]=[C:9]([C:11]3[CH:16]=[CH:15][C:14]([F:17])=[CH:13][CH:12]=3)[O:8][C:4]=2[N:5]=[CH:6][N:7]=1.[Cl:18][C:19]1[CH:20]=[C:21]([CH:23]=[CH:24][C:25]=1[F:26])[NH2:22]. (4) The reactants are C1(P(C2C=CC=CC=2)C2C=CC=CC=2)C=CC=CC=1.O[CH2:21][C:22]([CH2:45][CH3:46])=[CH:23][CH2:24][C:25]1[C:33]([O:34][CH2:35][CH2:36][Si:37]([CH3:40])([CH3:39])[CH3:38])=[C:32]2[C:28]([CH2:29][O:30][C:31]2=[O:41])=[C:27]([CH3:42])[C:26]=1[O:43][CH3:44].C(Br)(Br)(Br)[Br:48]. The catalyst is ClCCl. The product is [Br:48][CH2:21][C:22]([CH2:45][CH3:46])=[CH:23][CH2:24][C:25]1[C:33]([O:34][CH2:35][CH2:36][Si:37]([CH3:40])([CH3:39])[CH3:38])=[C:32]2[C:28]([CH2:29][O:30][C:31]2=[O:41])=[C:27]([CH3:42])[C:26]=1[O:43][CH3:44]. The yield is 0.770. (5) The reactants are [S:1]1[CH2:4][CH:3]([NH:5][C:6]([C:8]2[S:12][C:11]([C:13]3[CH:14]=[N:15][CH:16]=[CH:17][CH:18]=3)=[N:10][C:9]=2[C:19]([F:22])([F:21])[F:20])=[O:7])[CH2:2]1.[H-].[Na+].[CH2:25](I)[CH3:26].O. The catalyst is CN(C)C=O.C(OCC)(=O)C. The product is [CH2:25]([N:5]([CH:3]1[CH2:4][S:1][CH2:2]1)[C:6]([C:8]1[S:12][C:11]([C:13]2[CH:14]=[N:15][CH:16]=[CH:17][CH:18]=2)=[N:10][C:9]=1[C:19]([F:21])([F:20])[F:22])=[O:7])[CH3:26]. The yield is 0.330. (6) The reactants are [CH3:1][C:2](=[CH:4][CH:5]=[C:6]([CH3:8])[CH3:7])[CH3:3].[N+](=[CH:11][C:12]([O:14][C:15]([CH3:18])([CH3:17])[CH3:16])=[O:13])=[N-]. No catalyst specified. The product is [CH3:7][C:6]1([CH3:8])[CH:5]([CH:4]=[C:2]([CH3:3])[CH3:1])[CH:11]1[C:12]([O:14][C:15]([CH3:18])([CH3:17])[CH3:16])=[O:13]. The yield is 0.890.